This data is from Reaction yield outcomes from USPTO patents with 853,638 reactions. The task is: Predict the reaction yield, written as a fraction of the theoretical maximum amount of product (1.0 means a 100% yield; for example, 0.34 means a 34% yield). (1) The reactants are [N+:1]([C:4]1[CH:9]=[CH:8][CH:7]=[CH:6][C:5]=1[S:10](Cl)(=[O:12])=[O:11])([O-:3])=[O:2].[S:14]1[C:18]2[CH:19]=[CH:20][CH:21]=[C:22]([NH2:23])[C:17]=2[N:16]=[CH:15]1.[N+](C1C2N=CSC=2C=CC=1)([O-])=O.N1C=CC=CC=1. The catalyst is CN(C1C=CN=CC=1)C. The product is [S:14]1[C:18]2[CH:19]=[CH:20][CH:21]=[C:22]([NH:23][S:10]([C:5]3[CH:6]=[CH:7][CH:8]=[CH:9][C:4]=3[N+:1]([O-:3])=[O:2])(=[O:12])=[O:11])[C:17]=2[N:16]=[CH:15]1. The yield is 0.450. (2) The reactants are Cl[CH2:2][CH2:3][O:4][CH2:5][N:6]1[C:10]2=[N:11][CH:12]=[CH:13][CH:14]=[C:9]2[N:8]=[CH:7]1.[C:15]([O-:18])(=[S:17])[CH3:16].[K+]. The catalyst is CC(C)=O. The product is [C:15]([S:17][CH2:2][CH2:3][O:4][CH2:5][N:6]1[C:10]2=[N:11][CH:12]=[CH:13][CH:14]=[C:9]2[N:8]=[CH:7]1)(=[O:18])[CH3:16]. The yield is 0.460. (3) The reactants are [Si]([O:8][C:9]1[CH:14]=[CH:13][C:12]([CH2:15][C:16](=O)[CH:17]([O:21]CC)OCC)=[CH:11][CH:10]=1)(C(C)(C)C)(C)C.[NH2:25][C:26]1[C:35]([CH2:36][C:37]2[CH:42]=[CH:41][CH:40]=[CH:39][CH:38]=2)=[N:34][C:33]2[C:32]3[CH:43]=[CH:44][C:45]([OH:47])=[CH:46][C:31]=3[CH:30]=[CH:29][C:28]=2[N:27]=1.Cl. The catalyst is C(O)C.O. The product is [CH:40]1[CH:39]=[CH:38][C:37]([CH2:36][C:35]2[NH:34][C:33]3[C:32]4[CH:43]=[CH:44][C:45]([OH:47])=[CH:46][C:31]=4[CH:30]=[CH:29][C:28]=3[N:27]3[C:26]=2[N:25]=[C:16]([CH2:15][C:12]2[CH:11]=[CH:10][C:9]([OH:8])=[CH:14][CH:13]=2)[C:17]3=[O:21])=[CH:42][CH:41]=1. The yield is 0.132.